The task is: Predict the reaction yield, written as a fraction of the theoretical maximum amount of product (1.0 means a 100% yield; for example, 0.34 means a 34% yield).. This data is from Reaction yield outcomes from USPTO patents with 853,638 reactions. The yield is 0.370. The product is [CH2:43]([C:33]1[CH:32]=[C:31]([NH:30][C:29]([NH:1][C@@H:2]2[CH2:7][CH2:6][CH2:5][CH2:4][C@H:3]2[CH2:8][N:9]([CH:10]2[CH2:19][CH2:18][C:17]3[C:12](=[CH:13][CH:14]=[C:15]([F:20])[CH:16]=3)[CH2:11]2)[CH3:21])=[O:28])[CH:36]=[C:35]([C:37]2[N:41]([CH3:42])[N:40]=[N:39][N:38]=2)[CH:34]=1)[CH3:44]. The catalyst is C(#N)C. The reactants are [NH2:1][C@@H:2]1[CH2:7][CH2:6][CH2:5][CH2:4][C@H:3]1[CH2:8][N:9]([CH3:21])[CH:10]1[CH2:19][CH2:18][C:17]2[C:12](=[CH:13][CH:14]=[C:15]([F:20])[CH:16]=2)[CH2:11]1.C1([O:28][C:29](=O)[NH:30][C:31]2[CH:36]=[C:35]([C:37]3[N:41]([CH3:42])[N:40]=[N:39][N:38]=3)[CH:34]=[C:33]([CH2:43][CH3:44])[CH:32]=2)C=CC=CC=1.C(N(CC)CC)C.